Predict the reactants needed to synthesize the given product. From a dataset of Retrosynthesis with 50K atom-mapped reactions and 10 reaction types from USPTO. (1) Given the product Nc1ccc(Oc2ccc(I)cc2)cc1, predict the reactants needed to synthesize it. The reactants are: O=[N+]([O-])c1ccc(Oc2ccc(I)cc2)cc1. (2) Given the product CN1C(=O)OC[C@@]1(C)c1ccc2cc(OC3CCC(C(C)(C)C)CC3)ccc2c1, predict the reactants needed to synthesize it. The reactants are: CC(C)(C)C1CCC(Oc2ccc3cc([C@]4(C)COC(=O)N4)ccc3c2)CC1.CI. (3) Given the product Nc1ccc(-c2c(F)cccc2C(F)(F)F)cc1N, predict the reactants needed to synthesize it. The reactants are: Nc1ccc(-c2c(F)cccc2C(F)(F)F)cc1[N+](=O)[O-].